Dataset: Forward reaction prediction with 1.9M reactions from USPTO patents (1976-2016). Task: Predict the product of the given reaction. (1) The product is: [C:16]([O:15][C:13]([N:9]1[CH2:8][C:7]2[CH:20]=[C:3]([C:1]([OH:27])=[O:2])[CH:4]=[CH:5][C:6]=2[O:12][CH2:11][CH2:10]1)=[O:14])([CH3:17])([CH3:19])[CH3:18]. Given the reactants [CH:1]([C:3]1[CH:4]=[CH:5][C:6]2[O:12][CH2:11][CH2:10][N:9]([C:13]([O:15][C:16]([CH3:19])([CH3:18])[CH3:17])=[O:14])[CH2:8][C:7]=2[CH:20]=1)=[O:2].CC(=C(C)C)C.[O-:27]Cl=O.[Na+], predict the reaction product. (2) Given the reactants [Cl:1][C:2]1[C:15]([Cl:16])=[CH:14][C:5]2[NH:6][C:7]([CH2:9][C:10]([F:13])([F:12])[F:11])=[N:8][C:4]=2[CH:3]=1.C(=O)([O-])[O-].[K+].[K+].[C:23]1([C:29]2[CH:36]=[CH:35][CH:34]=[CH:33][C:30]=2[CH2:31]Br)[CH:28]=[CH:27][CH:26]=[CH:25][CH:24]=1, predict the reaction product. The product is: [C:29]1([C:23]2[CH:24]=[CH:25][CH:26]=[CH:27][CH:28]=2)[CH:36]=[CH:35][CH:34]=[CH:33][C:30]=1[CH2:31][N:8]1[C:4]2[CH:3]=[C:2]([Cl:1])[C:15]([Cl:16])=[CH:14][C:5]=2[N:6]=[C:7]1[CH2:9][C:10]([F:12])([F:13])[F:11]. (3) Given the reactants C(NC(C)C)(C)C.C([Li])CCC.[F:13][C:14]1[N:19]=[C:18]([C:20]2[CH:21]=[N:22][CH:23]=[CH:24][CH:25]=2)[CH:17]=[CH:16][CH:15]=1.[B:26](OC(C)C)([O:31]C(C)C)[O:27]C(C)C, predict the reaction product. The product is: [F:13][C:14]1[N:19]=[C:18]([C:20]2[CH:21]=[N:22][CH:23]=[CH:24][CH:25]=2)[CH:17]=[CH:16][C:15]=1[B:26]([OH:31])[OH:27]. (4) Given the reactants N1(CCOC2C=CC(NC3C4N(C=CN=4)C(C4C=NNC=4)=CN=3)=CC=2)CCOCC1.[CH3:31][N:32]1[CH2:37][CH2:36][CH:35]([CH2:38][O:39][C:40]2[CH:45]=[CH:44][C:43]([N+:46]([O-])=O)=[CH:42][CH:41]=2)[CH2:34][CH2:33]1, predict the reaction product. The product is: [CH3:31][N:32]1[CH2:37][CH2:36][CH:35]([CH2:38][O:39][C:40]2[CH:41]=[CH:42][C:43]([NH2:46])=[CH:44][CH:45]=2)[CH2:34][CH2:33]1. (5) The product is: [CH:8](=[N:7][S@:5]([C:2]([CH3:4])([CH3:3])[CH3:1])=[O:6])[CH2:9][CH2:10][CH3:11]. Given the reactants [CH3:1][C:2]([S@@:5]([NH2:7])=[O:6])([CH3:4])[CH3:3].[CH:8](=O)[CH2:9][CH2:10][CH3:11].O, predict the reaction product. (6) Given the reactants [CH2:1]([O:3][C:4](=[O:29])[C:5]([C:27]#[N:28])=[CH:6][C:7]1[CH:12]=[CH:11][C:10]([O:13][CH2:14][CH2:15][C:16]2[CH:21]=[CH:20][C:19]([O:22][S:23]([CH3:26])(=[O:25])=[O:24])=[CH:18][CH:17]=2)=[CH:9][CH:8]=1)[CH3:2].C(OC(C1CC(C(OCC)=O)=C(C)NC=1C)=O)C, predict the reaction product. The product is: [CH2:1]([O:3][C:4](=[O:29])[CH:5]([C:27]#[N:28])[CH2:6][C:7]1[CH:8]=[CH:9][C:10]([O:13][CH2:14][CH2:15][C:16]2[CH:21]=[CH:20][C:19]([O:22][S:23]([CH3:26])(=[O:25])=[O:24])=[CH:18][CH:17]=2)=[CH:11][CH:12]=1)[CH3:2].